Dataset: NCI-60 drug combinations with 297,098 pairs across 59 cell lines. Task: Regression. Given two drug SMILES strings and cell line genomic features, predict the synergy score measuring deviation from expected non-interaction effect. (1) Drug 1: CC12CCC3C(C1CCC2O)C(CC4=C3C=CC(=C4)O)CCCCCCCCCS(=O)CCCC(C(F)(F)F)(F)F. Drug 2: CC1C(C(CC(O1)OC2CC(CC3=C2C(=C4C(=C3O)C(=O)C5=C(C4=O)C(=CC=C5)OC)O)(C(=O)CO)O)N)O.Cl. Synergy scores: CSS=32.8, Synergy_ZIP=0.960, Synergy_Bliss=0.392, Synergy_Loewe=-3.81, Synergy_HSA=-0.385. Cell line: DU-145. (2) Cell line: SN12C. Drug 1: CC1=C(C(=CC=C1)Cl)NC(=O)C2=CN=C(S2)NC3=CC(=NC(=N3)C)N4CCN(CC4)CCO. Drug 2: C1CN1C2=NC(=NC(=N2)N3CC3)N4CC4. Synergy scores: CSS=58.3, Synergy_ZIP=-9.95, Synergy_Bliss=-6.58, Synergy_Loewe=0.976, Synergy_HSA=2.35. (3) Drug 1: C1CN1P(=S)(N2CC2)N3CC3. Drug 2: C1=CN(C=N1)CC(O)(P(=O)(O)O)P(=O)(O)O. Cell line: SK-MEL-28. Synergy scores: CSS=2.18, Synergy_ZIP=-2.57, Synergy_Bliss=-1.66, Synergy_Loewe=-3.46, Synergy_HSA=-2.37.